Dataset: Peptide-MHC class I binding affinity with 185,985 pairs from IEDB/IMGT. Task: Regression. Given a peptide amino acid sequence and an MHC pseudo amino acid sequence, predict their binding affinity value. This is MHC class I binding data. (1) The peptide sequence is GTSNRTPTV. The MHC is HLA-A02:01 with pseudo-sequence HLA-A02:01. The binding affinity (normalized) is 0.227. (2) The peptide sequence is LRSEAFEYY. The MHC is HLA-A01:01 with pseudo-sequence HLA-A01:01. The binding affinity (normalized) is 0.525.